Task: Regression. Given two drug SMILES strings and cell line genomic features, predict the synergy score measuring deviation from expected non-interaction effect.. Dataset: NCI-60 drug combinations with 297,098 pairs across 59 cell lines Drug 1: CC1=C(C(CCC1)(C)C)C=CC(=CC=CC(=CC(=O)O)C)C. Drug 2: CC1=C2C(C(=O)C3(C(CC4C(C3C(C(C2(C)C)(CC1OC(=O)C(C(C5=CC=CC=C5)NC(=O)OC(C)(C)C)O)O)OC(=O)C6=CC=CC=C6)(CO4)OC(=O)C)O)C)O. Cell line: SK-MEL-28. Synergy scores: CSS=-0.516, Synergy_ZIP=5.80, Synergy_Bliss=13.5, Synergy_Loewe=8.95, Synergy_HSA=8.70.